This data is from Reaction yield outcomes from USPTO patents with 853,638 reactions. The task is: Predict the reaction yield, written as a fraction of the theoretical maximum amount of product (1.0 means a 100% yield; for example, 0.34 means a 34% yield). (1) The reactants are [Cl:1][C:2]1[N:3]=[C:4](Cl)[C:5]2[CH2:10][CH2:9][CH:8]([C:11]3[CH:16]=[CH:15][C:14]([O:17][C:18]([F:21])([F:20])[F:19])=[CH:13][CH:12]=3)[C:6]=2[N:7]=1.[CH2:23]([NH2:25])[CH3:24]. The catalyst is CO. The product is [Cl:1][C:2]1[N:3]=[C:4]([NH:25][CH2:23][CH3:24])[C:5]2[CH2:10][CH2:9][CH:8]([C:11]3[CH:16]=[CH:15][C:14]([O:17][C:18]([F:21])([F:20])[F:19])=[CH:13][CH:12]=3)[C:6]=2[N:7]=1. The yield is 0.930. (2) The reactants are [C:1]([O:5][CH:6]1[CH:8]([C:9]2[CH:14]=[CH:13][C:12]([CH3:15])=[CH:11][N:10]=2)[CH:7]1[CH2:16][O:17][C:18]1[CH:23]=[C:22](Cl)[N:21]=[C:20]([CH3:25])[N:19]=1)([CH3:4])([CH3:3])[CH3:2].[CH3:26][C:27]1[S:31][C:30]([CH2:32][NH:33][C:34](=[O:40])[O:35][C:36]([CH3:39])([CH3:38])[CH3:37])=[N:29][N:28]=1.C1C=CC(P(C2C(C3C(P(C4C=CC=CC=4)C4C=CC=CC=4)=CC=C4C=3C=CC=C4)=C3C(C=CC=C3)=CC=2)C2C=CC=CC=2)=CC=1.C(=O)([O-])[O-].[Cs+].[Cs+]. The catalyst is C1(C)C=CC=CC=1.CC([O-])=O.CC([O-])=O.[Pd+2]. The product is [C:1]([O:5][CH:6]1[CH:8]([C:9]2[CH:14]=[CH:13][C:12]([CH3:15])=[CH:11][N:10]=2)[CH:7]1[CH2:16][O:17][C:18]1[N:19]=[C:20]([CH3:25])[N:21]=[C:22]([N:33]([CH2:32][C:30]2[S:31][C:27]([CH3:26])=[N:28][N:29]=2)[C:34](=[O:40])[O:35][C:36]([CH3:37])([CH3:38])[CH3:39])[CH:23]=1)([CH3:4])([CH3:3])[CH3:2]. The yield is 0.490. (3) The yield is 0.680. The reactants are C(NC(C)C)(C)C.[Li]CCCC.[CH2:13]([C@H:17]1[C@H:21]([CH3:22])[O:20][C:19](=[O:23])[CH2:18]1)[CH2:14][CH2:15][CH3:16].[CH2:24](Br)[C:25]1[CH:30]=[CH:29][CH:28]=[CH:27][CH:26]=1. The catalyst is C1COCC1. The product is [CH2:24]([C@@H:18]1[C@@H:17]([CH2:13][CH2:14][CH2:15][CH3:16])[C@H:21]([CH3:22])[O:20][C:19]1=[O:23])[C:25]1[CH:30]=[CH:29][CH:28]=[CH:27][CH:26]=1. (4) The product is [CH3:45][N:46]1[C:50]([C:51]2[CH:52]=[C:53]([NH:66][C:38](=[O:40])[C:37]3[CH:36]=[CH:35][C:34]([C:33]([F:32])([F:44])[F:43])=[CH:42][CH:41]=3)[CH:54]=[CH:55][C:56]=2[O:57][CH2:58][CH2:59][N:60]2[CH2:65][CH2:64][O:63][CH2:62][CH2:61]2)=[CH:49][CH:48]=[N:47]1. The reactants are CN(C(ON1N=NC2C=CC=NC1=2)=[N+](C)C)C.F[P-](F)(F)(F)(F)F.C(N(CC)CC)C.[F:32][C:33]([F:44])([F:43])[C:34]1[CH:42]=[CH:41][C:37]([C:38]([OH:40])=O)=[CH:36][CH:35]=1.[CH3:45][N:46]1[C:50]([C:51]2[CH:52]=[C:53]([NH2:66])[CH:54]=[CH:55][C:56]=2[O:57][CH2:58][CH2:59][N:60]2[CH2:65][CH2:64][O:63][CH2:62][CH2:61]2)=[CH:49][CH:48]=[N:47]1. The yield is 0.280. The catalyst is C1COCC1. (5) The reactants are C(OC([NH:8][C:9]1[CH:22]=[CH:21][C:12]([C:13]([NH:15][CH2:16][CH2:17][C:18]([OH:20])=[O:19])=[O:14])=[CH:11][CH:10]=1)=O)(C)(C)C.[F:23][C:24]([F:29])([F:28])[C:25]([OH:27])=[O:26]. The catalyst is ClCCl. The product is [F:23][C:24]([F:29])([F:28])[C:25]([OH:27])=[O:26].[NH2:8][C:9]1[CH:10]=[CH:11][C:12]([C:13]([NH:15][CH2:16][CH2:17][C:18]([OH:20])=[O:19])=[O:14])=[CH:21][CH:22]=1. The yield is 1.00.